From a dataset of Forward reaction prediction with 1.9M reactions from USPTO patents (1976-2016). Predict the product of the given reaction. (1) Given the reactants [CH3:1][O:2][C:3]1[CH:12]=[C:11]2[C:6]([CH2:7][CH2:8][C:9]([N:13]3[CH2:17][CH2:16][CH2:15][CH2:14]3)=[CH:10]2)=[CH:5][CH:4]=1.[CH:18]1[CH:23]=[CH:22][C:21]([CH2:24][Br:25])=[CH:20][CH:19]=1, predict the reaction product. The product is: [Br-:25].[CH2:24]([CH:10]1[C:11]2[C:6](=[CH:5][CH:4]=[C:3]([O:2][CH3:1])[CH:12]=2)[CH2:7][CH2:8][C:9]1=[N+:13]1[CH2:17][CH2:16][CH2:15][CH2:14]1)[C:21]1[CH:22]=[CH:23][CH:18]=[CH:19][CH:20]=1. (2) Given the reactants [CH3:1][O:2][C:3]1[CH:4]=[CH:5][C:6]2[NH:12][C:11](=[O:13])[N:10]([CH:14]3[CH2:19][CH2:18][NH:17][CH2:16][CH2:15]3)[CH2:9][CH2:8][C:7]=2[CH:20]=1.[Cl:21][C:22]1[N:23]=[N:24][C:25](Cl)=[CH:26][C:27]=1[C:28]([C:30]1[CH:39]=[C:38]([CH3:40])[C:33]2[NH:34][C:35](=[O:37])[O:36][C:32]=2[CH:31]=1)=[O:29].CCN(C(C)C)C(C)C.C(O)=O, predict the reaction product. The product is: [Cl:21][C:22]1[N:23]=[N:24][C:25]([N:17]2[CH2:18][CH2:19][CH:14]([N:10]3[CH2:9][CH2:8][C:7]4[CH:20]=[C:3]([O:2][CH3:1])[CH:4]=[CH:5][C:6]=4[NH:12][C:11]3=[O:13])[CH2:15][CH2:16]2)=[CH:26][C:27]=1[C:28]([C:30]1[CH:39]=[C:38]([CH3:40])[C:33]2[NH:34][C:35](=[O:37])[O:36][C:32]=2[CH:31]=1)=[O:29].